Predict the reaction yield, written as a fraction of the theoretical maximum amount of product (1.0 means a 100% yield; for example, 0.34 means a 34% yield). From a dataset of Reaction yield outcomes from USPTO patents with 853,638 reactions. (1) The reactants are [CH3:1][C:2]1([CH3:29])[O:6][C@H:5]([CH2:7][O:8][C:9]2[CH:14]=[CH:13][C:12]([C:15]([C:20]3[CH:25]=[CH:24][C:23]([OH:26])=[C:22]([CH3:27])[CH:21]=3)([CH2:18][CH3:19])[CH2:16][CH3:17])=[CH:11][C:10]=2[CH3:28])[CH2:4][O:3]1.[O:30](S(C(F)(F)F)(=O)=O)[S:31]([C:34]([F:37])([F:36])[F:35])(=O)=[O:32].N1C=CC=CC=1.C([O-])(O)=O.[Na+]. The catalyst is C(Cl)Cl. The product is [CH3:29][C:2]1([CH3:1])[O:6][C@H:5]([CH2:7][O:8][C:9]2[CH:14]=[CH:13][C:12]([C:15]([C:20]3[CH:25]=[CH:24][C:23]([O:26][S:31]([C:34]([F:37])([F:36])[F:35])(=[O:32])=[O:30])=[C:22]([CH3:27])[CH:21]=3)([CH2:18][CH3:19])[CH2:16][CH3:17])=[CH:11][C:10]=2[CH3:28])[CH2:4][O:3]1. The yield is 0.850. (2) The reactants are [CH3:1][C:2]([CH3:37])([CH3:36])[C:3]([O:5][C:6]1[CH:11]=[CH:10][C:9]([C:12]([C:23]2[CH:28]=[CH:27][C:26]([O:29][C:30](=[O:35])[C:31]([CH3:34])([CH3:33])[CH3:32])=[CH:25][CH:24]=2)=[C:13]([C:16]2[CH:21]=[CH:20][CH:19]=[C:18]([OH:22])[CH:17]=2)[CH2:14][CH3:15])=[CH:8][CH:7]=1)=[O:4].C([O-])([O-])=O.[K+].[K+].O.Cl.Cl[CH2:47][CH2:48][N:49]1[CH2:53][CH2:52][CH2:51][CH2:50]1. The catalyst is CC(C)=O. The product is [CH3:32][C:31]([CH3:34])([CH3:33])[C:30]([O:29][C:26]1[CH:25]=[CH:24][C:23]([C:12]([C:9]2[CH:8]=[CH:7][C:6]([O:5][C:3](=[O:4])[C:2]([CH3:36])([CH3:1])[CH3:37])=[CH:11][CH:10]=2)=[C:13]([C:16]2[CH:21]=[CH:20][CH:19]=[C:18]([O:22][CH2:47][CH2:48][N:49]3[CH2:53][CH2:52][CH2:51][CH2:50]3)[CH:17]=2)[CH2:14][CH3:15])=[CH:28][CH:27]=1)=[O:35]. The yield is 0.360.